This data is from Forward reaction prediction with 1.9M reactions from USPTO patents (1976-2016). The task is: Predict the product of the given reaction. (1) Given the reactants [NH:1]1[C:5]2[CH:6]=[CH:7][C:8]([C:10]([OH:12])=O)=[CH:9][C:4]=2[N:3]=[CH:2]1.[CH2:13]([C:20]1[CH:33]=[CH:32][C:23]2[C@@H:24]3[C@H:29]([CH2:30][CH2:31][C:22]=2[CH:21]=1)[NH:28][CH2:27][CH2:26][CH2:25]3)[C:14]1[CH:19]=[CH:18][CH:17]=[CH:16][CH:15]=1.C1(CC2C=CC3[C@@H]4[C@H](CCC=3C=2)NCCC4)CCCCC1, predict the reaction product. The product is: [NH:1]1[C:5]2[CH:6]=[CH:7][C:8]([C:10]([N:28]3[C@@H:29]4[C@@H:24]([C:23]5[CH:32]=[CH:33][C:20]([CH2:13][C:14]6[CH:19]=[CH:18][CH:17]=[CH:16][CH:15]=6)=[CH:21][C:22]=5[CH2:31][CH2:30]4)[CH2:25][CH2:26][CH2:27]3)=[O:12])=[CH:9][C:4]=2[N:3]=[CH:2]1. (2) Given the reactants [CH3:1][C:2]([CH3:37])([CH3:36])[CH2:3][CH2:4][N:5]1[C:10](=[O:11])[C:9]([C:12]2[NH:17][C:16]3[CH:18]=[CH:19][C:20]([NH:22][S:23]([CH:26]=C)(=[O:25])=[O:24])=[CH:21][C:15]=3[S:14](=[O:29])(=[O:28])[N:13]=2)=[C:8]([OH:30])[C:7]([C:31]2[S:32][CH:33]=[CH:34][CH:35]=2)=[N:6]1.[H-].[Na+].[C:40]([O:46][CH2:47]Cl)(=[O:45])[C:41]([CH3:44])([CH3:43])[CH3:42], predict the reaction product. The product is: [CH3:1][C:2]([CH3:37])([CH3:36])[CH2:3][CH2:4][N:5]1[C:10](=[O:11])[C:9]([C:12]2[NH:17][C:16]3[CH:18]=[CH:19][C:20]([N:22]([CH2:47][O:46][C:40](=[O:45])[C:41]([CH3:44])([CH3:43])[CH3:42])[S:23]([CH3:26])(=[O:24])=[O:25])=[CH:21][C:15]=3[S:14](=[O:29])(=[O:28])[N:13]=2)=[C:8]([OH:30])[C:7]([C:31]2[S:32][CH:33]=[CH:34][CH:35]=2)=[N:6]1.